This data is from Forward reaction prediction with 1.9M reactions from USPTO patents (1976-2016). The task is: Predict the product of the given reaction. (1) Given the reactants [Cl:1][C:2]1[CH:7]=[CH:6][C:5]([CH:8]2[CH2:17][CH2:16][N:15]3[C:10](=[N:11][N:12]4[C:21]([CH:22]5[CH2:27][CH2:26][N:25](C(OC(C)(C)C)=O)[CH2:24][CH2:23]5)=[N:20][CH:19]=[C:13]4[C:14]3=[O:18])[NH:9]2)=[CH:4][CH:3]=1, predict the reaction product. The product is: [Cl:1][C:2]1[CH:7]=[CH:6][C:5]([CH:8]2[CH2:17][CH2:16][N:15]3[C:10](=[N:11][N:12]4[C:21]([CH:22]5[CH2:27][CH2:26][NH:25][CH2:24][CH2:23]5)=[N:20][CH:19]=[C:13]4[C:14]3=[O:18])[NH:9]2)=[CH:4][CH:3]=1. (2) Given the reactants [CH2:1]([NH:8][CH2:9][CH2:10][CH:11]([C:23]1[CH:28]=[CH:27][C:26]([NH:29][C:30]([O:32][CH3:33])=[O:31])=[CH:25][CH:24]=1)[C:12]1[CH:17]=[CH:16][C:15]([NH:18][C:19]([O:21][CH3:22])=[O:20])=[CH:14][CH:13]=1)[C:2]1[CH:7]=[CH:6][CH:5]=[CH:4][CH:3]=1.[O:34]([CH2:41][C@@H:42]1[CH2:44][O:43]1)[C:35]1[CH:40]=[CH:39][CH:38]=[CH:37][CH:36]=1, predict the reaction product. The product is: [O:34]([CH2:41][C@@H:42]([OH:43])[CH2:44][N:8]([CH2:9][CH2:10][CH:11]([C:23]1[CH:28]=[CH:27][C:26]([NH:29][C:30]([O:32][CH3:33])=[O:31])=[CH:25][CH:24]=1)[C:12]1[CH:17]=[CH:16][C:15]([NH:18][C:19]([O:21][CH3:22])=[O:20])=[CH:14][CH:13]=1)[CH2:1][C:2]1[CH:3]=[CH:4][CH:5]=[CH:6][CH:7]=1)[C:35]1[CH:40]=[CH:39][CH:38]=[CH:37][CH:36]=1. (3) Given the reactants C(Cl)(=O)C(Cl)=O.CS(C)=O.[OH:11][C@H:12]1[C@H:18]([N:19]2[CH2:24][CH2:23][N:22]([C:25]([O:27][C:28]([CH3:31])([CH3:30])[CH3:29])=[O:26])[CH2:21][CH2:20]2)[C:17]2[CH:32]=[CH:33][CH:34]=[CH:35][C:16]=2[O:15][CH2:14][CH2:13]1.C(N(CC)CC)C, predict the reaction product. The product is: [O:11]=[C:12]1[CH:18]([N:19]2[CH2:24][CH2:23][N:22]([C:25]([O:27][C:28]([CH3:31])([CH3:30])[CH3:29])=[O:26])[CH2:21][CH2:20]2)[C:17]2[CH:32]=[CH:33][CH:34]=[CH:35][C:16]=2[O:15][CH2:14][CH2:13]1. (4) Given the reactants [ClH:1].Cl.[NH2:3][C@@H:4]([CH2:13][CH3:14])[C@H:5]([OH:12])[C:6]([NH:8][CH:9]1[CH2:11][CH2:10]1)=[O:7].[CH:15]1(C[C@H](NC(=O)OC(C)(C)C)CO)[CH2:20][CH2:19]C[CH2:17][CH2:16]1, predict the reaction product. The product is: [ClH:1].[ClH:1].[NH2:3][C@@H:4]([CH2:13][CH:14]1[CH2:19][CH2:20][CH2:15][CH2:16][CH2:17]1)[C@H:5]([OH:12])[C:6]([NH:8][CH:9]1[CH2:10][CH2:11]1)=[O:7].